The task is: Predict the reaction yield, written as a fraction of the theoretical maximum amount of product (1.0 means a 100% yield; for example, 0.34 means a 34% yield).. This data is from Reaction yield outcomes from USPTO patents with 853,638 reactions. (1) The product is [CH3:1][N:2]1[C:10](=[O:11])[C:9]2[N:8]([CH2:12][C:13]3[CH:14]=[C:15]([CH:18]=[CH:19][CH:20]=3)[C:16]([NH2:17])=[O:28])[C:7]([CH2:21][O:22][CH2:23][CH2:24][CH3:25])=[N:6][C:5]=2[N:4]([CH3:26])[C:3]1=[O:27]. The yield is 0.510. The catalyst is C(O)C. The reactants are [CH3:1][N:2]1[C:10](=[O:11])[C:9]2[N:8]([CH2:12][C:13]3[CH:14]=[C:15]([CH:18]=[CH:19][CH:20]=3)[C:16]#[N:17])[C:7]([CH2:21][O:22][CH2:23][CH2:24][CH3:25])=[N:6][C:5]=2[N:4]([CH3:26])[C:3]1=[O:27].[OH-:28].[Na+].OO. (2) The reactants are [CH:1]1([CH:7]([NH:20][C:21]2[CH:29]=[CH:28][C:24](C(O)=O)=[CH:23][CH:22]=2)[C:8]2[N:12]([CH3:13])[C:11]3[CH:14]=[C:15]([O:18][CH3:19])[CH:16]=[CH:17][C:10]=3[N:9]=2)[CH2:6][CH2:5][CH2:4][CH2:3][CH2:2]1.CNC[CH2:33][C:34]([O:36][CH2:37][CH3:38])=[O:35].O.ON1C2C=CC=CC=2N=N1.Cl.C(N=C=NCCCN(C)C)C.[Cl-].[NH4+].[CH3:64][N:65]([CH3:68])[CH:66]=[O:67]. The catalyst is C(N(CC)CC)C. The product is [CH:1]1([CH:7]([NH:20][C:21]2[CH:22]=[CH:23][C:24]([C:66]([N:65]([CH3:68])[CH2:64][CH2:33][C:34]([O:36][CH2:37][CH3:38])=[O:35])=[O:67])=[CH:28][CH:29]=2)[C:8]2[N:12]([CH3:13])[C:11]3[CH:14]=[C:15]([O:18][CH3:19])[CH:16]=[CH:17][C:10]=3[N:9]=2)[CH2:2][CH2:3][CH2:4][CH2:5][CH2:6]1. The yield is 0.300. (3) The reactants are [N+:1]([C:4]1[CH:5]=[C:6]([CH2:10][C:11]2[C:19]3[C:14](=[CH:15][CH:16]=[CH:17][CH:18]=3)[N:13]([CH2:20][C:21]([O:23]CC)=[O:22])[CH:12]=2)[CH:7]=[CH:8][CH:9]=1)([O-:3])=[O:2].[OH-].[Na+].Cl. The catalyst is C1COCC1.CCO. The product is [N+:1]([C:4]1[CH:5]=[C:6]([CH2:10][C:11]2[C:19]3[C:14](=[CH:15][CH:16]=[CH:17][CH:18]=3)[N:13]([CH2:20][C:21]([OH:23])=[O:22])[CH:12]=2)[CH:7]=[CH:8][CH:9]=1)([O-:3])=[O:2]. The yield is 0.690. (4) The reactants are CC1(C)C(C)(C)OB([C:9]2[CH:14]=[CH:13][C:12]([OH:15])=[CH:11][CH:10]=2)O1.[NH2:17][C:18]1[C:19]([C:25]([NH:27][C:28]2[CH:29]=[N:30][CH:31]=[CH:32][CH:33]=2)=[O:26])=[N:20][C:21](Br)=[CH:22][N:23]=1.C([O-])([O-])=O.[Na+].[Na+].C(Cl)Cl. The catalyst is COCOC.O.C1C=CC(P(C2C=CC=CC=2)[C-]2C=CC=C2)=CC=1.C1C=CC(P(C2C=CC=CC=2)[C-]2C=CC=C2)=CC=1.Cl[Pd]Cl.[Fe+2]. The product is [NH2:17][C:18]1[C:19]([C:25]([NH:27][C:28]2[CH:29]=[N:30][CH:31]=[CH:32][CH:33]=2)=[O:26])=[N:20][C:21]([C:9]2[CH:10]=[CH:11][C:12]([OH:15])=[CH:13][CH:14]=2)=[CH:22][N:23]=1. The yield is 0.180. (5) The reactants are Br[C:2]1[CH:23]=[CH:22][C:5]([C:6]([NH:8][S:9]([C:12]2[CH:17]=[CH:16][CH:15]=[CH:14][C:13]=2[S:18](=[O:21])(=[O:20])[NH2:19])(=[O:11])=[O:10])=[O:7])=[CH:4][C:3]=1[CH2:24][OH:25].[O:26]1[C:30]2[CH:31]=[CH:32][CH:33]=[CH:34][C:29]=2[CH:28]=[C:27]1B(O)O.C(=O)([O-])[O-].[K+].[K+].Cl. The catalyst is O1CCCC1.O.C1C=CC(P(C2C=CC=CC=2)[C-]2C=CC=C2)=CC=1.C1C=CC(P(C2C=CC=CC=2)[C-]2C=CC=C2)=CC=1.Cl[Pd]Cl.[Fe+2].C(OCC)(=O)C. The product is [O:26]1[C:30]2[CH:31]=[CH:32][CH:33]=[CH:34][C:29]=2[CH:28]=[C:27]1[C:2]1[CH:23]=[CH:22][C:5]([C:6]([NH:8][S:9]([C:12]2[CH:17]=[CH:16][CH:15]=[CH:14][C:13]=2[S:18](=[O:21])(=[O:20])[NH2:19])(=[O:11])=[O:10])=[O:7])=[CH:4][C:3]=1[CH2:24][OH:25]. The yield is 0.200. (6) The reactants are [OH-:1].[Na+].[Br:3][C:4]1[CH:9]=[CH:8][C:7]([CH2:10][C:11]#N)=[C:6]([F:13])[CH:5]=1.C[OH:15]. No catalyst specified. The product is [Br:3][C:4]1[CH:9]=[CH:8][C:7]([CH2:10][C:11]([OH:15])=[O:1])=[C:6]([F:13])[CH:5]=1. The yield is 0.950. (7) The reactants are C([Li])C(C)C.[CH3:6][O:7][C:8]1[CH:9]=[C:10]([NH:14][C:15](=[O:20])[C:16]([CH3:19])([CH3:18])[CH3:17])[CH:11]=[CH:12][CH:13]=1.[O:21]1[CH2:23][CH2:22]1. The catalyst is CCCCCC.O1CCCC1. The product is [OH:21][CH2:22][CH2:23][C:9]1[C:8]([O:7][CH3:6])=[CH:13][CH:12]=[CH:11][C:10]=1[NH:14][C:15](=[O:20])[C:16]([CH3:17])([CH3:19])[CH3:18]. The yield is 0.530.